From a dataset of Forward reaction prediction with 1.9M reactions from USPTO patents (1976-2016). Predict the product of the given reaction. Given the reactants Cl[C:2]1[C:11]2[N:12]=[C:13]([NH:20][CH2:21][CH2:22][O:23][CH3:24])[N:14]([CH2:15][C:16]([CH3:19])([OH:18])[CH3:17])[C:10]=2[C:9]2[CH:8]=[CH:7][CH:6]=[CH:5][C:4]=2[N:3]=1.[NH3:25], predict the reaction product. The product is: [NH2:25][C:2]1[C:11]2[N:12]=[C:13]([NH:20][CH2:21][CH2:22][O:23][CH3:24])[N:14]([CH2:15][C:16]([CH3:19])([OH:18])[CH3:17])[C:10]=2[C:9]2[CH:8]=[CH:7][CH:6]=[CH:5][C:4]=2[N:3]=1.